This data is from Reaction yield outcomes from USPTO patents with 853,638 reactions. The task is: Predict the reaction yield, written as a fraction of the theoretical maximum amount of product (1.0 means a 100% yield; for example, 0.34 means a 34% yield). (1) The reactants are [CH3:1]CN(C(C)C)C(C)C.I[C:11]1[CH:19]=[CH:18][C:14]([C:15]([OH:17])=[O:16])=[CH:13][CH:12]=1.C1C=NC2N(O)N=NC=2C=1.[CH2:30]([Cl:33])[CH2:31]Cl.O[C@@H]1CC[N:37]([C:40]([C:42]2[CH:47]=[CH:46][C:45](OC(F)(F)F)=[CH:44][CH:43]=2)=O)[C@H]1C(NOCC1C=CC=CC=1)=O. The catalyst is CN(C=O)C.CCOC(C)=O.CCCCCC. The product is [CH3:1][O:17][C:15](=[O:16])[C:14]1[CH:18]=[CH:19][C:11]([C:46]#[C:45][C:44]#[C:43][C:42]2[CH:40]=[N:37][C:30]([Cl:33])=[CH:31][CH:47]=2)=[CH:12][CH:13]=1. The yield is 0.930. (2) The reactants are [CH3:1][O:2][C:3](=[O:29])[CH:4]([C:6]1[C:11]([CH3:12])=[CH:10][C:9]([N+:13]([O-:15])=[O:14])=[C:8]([CH:16]2[CH2:18][CH2:17]2)[C:7]=1[C:19]1[CH:20]=[C:21]2[C:26](=[CH:27][CH:28]=1)[O:25][CH2:24][CH2:23][CH2:22]2)[OH:5].[CH2:30](N(CC)CC)[CH3:31].FC(F)(F)S(O[Si](C)(C)C)(=O)=O. The catalyst is ClCCl.C(OCC)=C.FC(F)(F)C(O)=O. The product is [CH3:1][O:2][C:3](=[O:29])[CH:4]([C:6]1[C:11]([CH3:12])=[CH:10][C:9]([N+:13]([O-:15])=[O:14])=[C:8]([CH:16]2[CH2:17][CH2:18]2)[C:7]=1[C:19]1[CH:20]=[C:21]2[C:26](=[CH:27][CH:28]=1)[O:25][CH2:24][CH2:23][CH2:22]2)[O:5][CH:30]=[CH2:31]. The yield is 0.640. (3) The reactants are C1(C)C=CC=CC=1.[CH3:8][O:9][C:10]1[CH:15]=[C:14]([O:16][CH3:17])[N:13]=[C:12]([CH2:18][C:19](=O)[CH3:20])[N:11]=1.Cl.[CH3:23][O:24][C:25]1[CH:30]=[CH:29][C:28]([NH:31]N)=[CH:27][CH:26]=1.C(OCC)(=O)C. The catalyst is [Cl-].[Zn+2].[Cl-].O. The product is [CH3:8][O:9][C:10]1[CH:15]=[C:14]([O:16][CH3:17])[N:13]=[C:12]([C:18]2[C:29]3[C:28](=[CH:27][CH:26]=[C:25]([O:24][CH3:23])[CH:30]=3)[NH:31][C:19]=2[CH3:20])[N:11]=1. The yield is 0.670. (4) The reactants are [C:1]([O:4][C:5](=O)[CH3:6])(=[O:3])[CH3:2].N1C=CC=CC=1.C1(CO)[CH:19]=[CH:18][C:17]([CH2:20][OH:21])=[CH:16][CH:15]=1.[CH3:24][CH2:25][O:26]CC. The catalyst is CN(C1C=CC=CN=1)C. The product is [C:25]([O:21][CH2:20][C:17]1[CH:16]=[CH:15][C:6]([CH2:5][O:4][C:1](=[O:3])[CH3:2])=[CH:19][CH:18]=1)(=[O:26])[CH3:24]. The yield is 0.890. (5) The product is [CH3:1][O:2][C:3]([C:5]1[CH:6]=[C:7]2[C:11](=[CH:12][CH:13]=1)[NH:10][CH:9]=[C:8]2[C:21]1([C:25]#[N:26])[CH2:22][CH2:23][CH2:24]1)=[O:4]. The catalyst is FC(F)(F)C(O)=O. The yield is 0.930. The reactants are [CH3:1][O:2][C:3]([C:5]1[CH:6]=[C:7]2[C:11](=[CH:12][CH:13]=1)[N:10](C(OC(C)(C)C)=O)[CH:9]=[C:8]2[C:21]1([C:25]#[N:26])[CH2:24][CH2:23][CH2:22]1)=[O:4]. (6) The reactants are [NH2:1][C:2]1[O:6][N:5]=[C:4]([CH3:7])[C:3]=1[Br:8].[Br:9][C:10]1[CH:15]=[CH:14][CH:13]=[CH:12][C:11]=1[S:16](Cl)(=[O:18])=[O:17]. No catalyst specified. The product is [Br:9][C:10]1[CH:15]=[CH:14][CH:13]=[CH:12][C:11]=1[S:16]([NH:1][C:2]1[O:6][N:5]=[C:4]([CH3:7])[C:3]=1[Br:8])(=[O:18])=[O:17]. The yield is 0.310. (7) The reactants are C([NH:4][C:5]1[CH:9]=[CH:8][N:7]([C:10]2[CH:15]=[CH:14][C:13]([Br:16])=[CH:12][CH:11]=2)[C:6]=1[C:17]([O:19][CH2:20][CH3:21])=[O:18])(=O)C.Cl. The catalyst is C(O)C. The product is [NH2:4][C:5]1[CH:9]=[CH:8][N:7]([C:10]2[CH:11]=[CH:12][C:13]([Br:16])=[CH:14][CH:15]=2)[C:6]=1[C:17]([O:19][CH2:20][CH3:21])=[O:18]. The yield is 0.700.